This data is from Forward reaction prediction with 1.9M reactions from USPTO patents (1976-2016). The task is: Predict the product of the given reaction. (1) Given the reactants [Cl:1][C:2]1[CH:7]=[CH:6][N:5]2[C:8](I)=[CH:9][N:10]=[C:4]2[CH:3]=1.CC1(C)C(C)(C)OB([C:20]2[CH:26]=[CH:25][C:23]([NH2:24])=[CH:22][CH:21]=2)O1.C(=O)([O-])[O-].[K+].[K+].O1CCOCC1, predict the reaction product. The product is: [Cl:1][C:2]1[CH:7]=[CH:6][N:5]2[C:8]([C:20]3[CH:26]=[CH:25][C:23]([NH2:24])=[CH:22][CH:21]=3)=[CH:9][N:10]=[C:4]2[CH:3]=1. (2) Given the reactants [CH2:1]([O:3][C:4]([C:6]1[N:7]([CH3:13])[C:8](Br)=[N:9][C:10]=1[CH3:11])=[O:5])[CH3:2].[C:14]([C:16]1[CH:21]=[CH:20][CH:19]=[C:18]([O:22][CH3:23])[CH:17]=1)#[CH:15], predict the reaction product. The product is: [CH2:1]([O:3][C:4]([C:6]1[N:7]([CH3:13])[C:8]([C:15]#[C:14][C:16]2[CH:21]=[CH:20][CH:19]=[C:18]([O:22][CH3:23])[CH:17]=2)=[N:9][C:10]=1[CH3:11])=[O:5])[CH3:2]. (3) Given the reactants [Cl:1][C:2]1[C:3]([N:8]2[C:12]([C:13]3[O:22][C:21](=[O:23])[C:20]4[C:15](=[C:16](C#C)[CH:17]=[C:18]5[CH:26]=[N:25][NH:24][C:19]5=4)[N:14]=3)=[CH:11][C:10]([C:29]([F:32])([F:31])[F:30])=[N:9]2)=[N:4][CH:5]=[CH:6][CH:7]=1.[CH:33]([NH2:36])([CH3:35])[CH3:34].[C:37](#[N:39])C.O, predict the reaction product. The product is: [CH:33]([NH:36][C:21]([C:20]1[C:15]([NH:14][C:13]([C:12]2[N:8]([C:3]3[C:2]([Cl:1])=[CH:7][CH:6]=[CH:5][N:4]=3)[N:9]=[C:10]([C:29]([F:32])([F:31])[F:30])[CH:11]=2)=[O:22])=[C:16]([C:37]#[N:39])[CH:17]=[C:18]2[C:19]=1[NH:24][N:25]=[CH:26]2)=[O:23])([CH3:35])[CH3:34]. (4) Given the reactants [NH2:1][C:2]1[CH:23]=[CH:22][C:5]([CH2:6][CH2:7][C:8]([NH:10][CH:11]([C:17]([O:19][CH2:20][CH3:21])=[O:18])[C:12]([O:14][CH2:15][CH3:16])=[O:13])=[O:9])=[CH:4][CH:3]=1.[CH2:24](Br)[CH:25]=[CH2:26].C(N([CH2:33][CH3:34])CC)C.O.[CH3:36]N(C=O)C, predict the reaction product. The product is: [CH2:24]([N:1]([CH2:36][CH:33]=[CH2:34])[C:2]1[CH:3]=[CH:4][C:5]([CH2:6][CH2:7][C:8]([NH:10][CH:11]([C:17]([O:19][CH2:20][CH3:21])=[O:18])[C:12]([O:14][CH2:15][CH3:16])=[O:13])=[O:9])=[CH:22][CH:23]=1)[CH:25]=[CH2:26].[CH2:26]([NH:1][C:2]1[CH:3]=[CH:4][C:5]([CH2:6][CH2:7][C:8]([NH:10][CH:11]([C:17]([O:19][CH2:20][CH3:21])=[O:18])[C:12]([O:14][CH2:15][CH3:16])=[O:13])=[O:9])=[CH:22][CH:23]=1)[CH:25]=[CH2:24].